From a dataset of Full USPTO retrosynthesis dataset with 1.9M reactions from patents (1976-2016). Predict the reactants needed to synthesize the given product. (1) The reactants are: Cl[C:2]1[N:7]2[N:8]=[CH:9][CH:10]=[C:6]2[N:5]=[C:4]([CH:11]2[CH2:16][N:15]([C:17]([O:19][C:20]([CH3:23])([CH3:22])[CH3:21])=[O:18])[CH:14]([C:24]([O:26][C:27]([CH3:30])([CH3:29])[CH3:28])=[O:25])[CH2:13][CH2:12]2)[CH:3]=1.[NH3:31]. Given the product [NH2:31][C:2]1[N:7]2[N:8]=[CH:9][CH:10]=[C:6]2[N:5]=[C:4]([CH:11]2[CH2:16][N:15]([C:17]([O:19][C:20]([CH3:23])([CH3:22])[CH3:21])=[O:18])[CH:14]([C:24]([O:26][C:27]([CH3:30])([CH3:29])[CH3:28])=[O:25])[CH2:13][CH2:12]2)[CH:3]=1, predict the reactants needed to synthesize it. (2) Given the product [C:1]([C:9]1[CH:10]=[C:11](/[C:15](=[N:18]/[OH:19])/[C:16]([O:24][CH2:22][CH3:23])=[O:20])[CH:12]=[CH:13][CH:14]=1)(=[O:8])[C:2]1[CH:7]=[CH:6][CH:5]=[CH:4][CH:3]=1, predict the reactants needed to synthesize it. The reactants are: [C:1]([C:9]1[CH:10]=[C:11]([C:15](=[N:18][OH:19])[C:16]#N)[CH:12]=[CH:13][CH:14]=1)(=[O:8])[C:2]1[CH:7]=[CH:6][CH:5]=[CH:4][CH:3]=1.[OH-:20].[K+].[CH2:22]([OH:24])[CH3:23].Cl. (3) The reactants are: Cl.[OH:2][C:3]1[C:12]([CH3:13])=[C:11]2[C:6]([C:7](=[O:20])[C:8]([CH3:19])=[C:9]([C@H:14]3[CH2:18][CH2:17][CH2:16][NH:15]3)[O:10]2)=[CH:5][CH:4]=1.C(N(CC)CC)C.Br[CH2:29][CH2:30][O:31][CH:32]1[CH2:37][CH2:36][CH2:35][CH2:34][O:33]1. Given the product [OH:2][C:3]1[C:12]([CH3:13])=[C:11]2[C:6]([C:7](=[O:20])[C:8]([CH3:19])=[C:9]([C@H:14]3[CH2:18][CH2:17][CH2:16][N:15]3[CH2:29][CH2:30][O:31][CH:32]3[CH2:37][CH2:36][CH2:35][CH2:34][O:33]3)[O:10]2)=[CH:5][CH:4]=1, predict the reactants needed to synthesize it. (4) Given the product [N:42]1[CH:43]=[N:44][N:45]2[CH:50]=[C:49]([C:51]3[O:55][C:54]([CH3:56])([CH3:57])[C:53](=[O:58])[C:52]=3[C:64]3[CH:63]=[CH:62][C:61]([F:67])=[C:60]([Cl:59])[CH:65]=3)[CH:48]=[CH:47][C:46]=12, predict the reactants needed to synthesize it. The reactants are: C([O-])(=O)C.[Cs+].FC(F)(F)C1C=CC(P(C2C=CC(C(F)(F)F)=CC=2)C2C=CC(C(F)(F)F)=CC=2)=CC=1.CN(C)C=O.[N:42]1[CH:43]=[N:44][N:45]2[CH:50]=[C:49]([C:51]3[O:55][C:54]([CH3:57])([CH3:56])[C:53](=[O:58])[CH:52]=3)[CH:48]=[CH:47][C:46]=12.[Cl:59][C:60]1[CH:65]=[C:64](I)[CH:63]=[CH:62][C:61]=1[F:67]. (5) Given the product [CH:1]1([N:4]2[C:13]3[C:8](=[CH:9][C:10]([F:17])=[C:11]([NH:4][CH2:13][CH2:12][OH:14])[C:12]=3[O:14][CH3:15])[C:7](=[O:18])[CH:6]([C:19]([OH:21])=[O:20])[CH2:5]2)[CH2:3][CH2:2]1, predict the reactants needed to synthesize it. The reactants are: [CH:1]1([N:4]2[C:13]3[C:8](=[CH:9][C:10]([F:17])=[C:11](F)[C:12]=3[O:14][CH3:15])[C:7](=[O:18])[C:6]([C:19]([OH:21])=[O:20])=[CH:5]2)[CH2:3][CH2:2]1. (6) Given the product [CH2:1]([C:8]1[CH:9]=[CH:10][C:11]([CH2:12][N:13]([C:24]2[CH:25]=[CH:26][C:27]([OH:34])=[C:28]([CH:33]=2)[C:29]([OH:31])=[O:30])[C:14](=[O:23])[C:15]2[CH:20]=[CH:19][CH:18]=[C:17]([O:21][CH3:22])[CH:16]=2)=[CH:35][CH:36]=1)[CH2:2][CH2:3][CH2:4][CH2:5][CH2:6][CH3:7], predict the reactants needed to synthesize it. The reactants are: [CH2:1]([C:8]1[CH:36]=[CH:35][C:11]([CH2:12][N:13]([C:24]2[CH:25]=[CH:26][C:27]([OH:34])=[C:28]([CH:33]=2)[C:29]([O:31]C)=[O:30])[C:14](=[O:23])[C:15]2[CH:20]=[CH:19][CH:18]=[C:17]([O:21][CH3:22])[CH:16]=2)=[CH:10][CH:9]=1)[CH2:2][CH2:3][CH2:4][CH2:5][CH2:6][CH3:7]. (7) Given the product [CH3:24][O:25][C:26]1[CH:27]=[C:28]([CH:29]=[CH:30][C:31]=1[O:32][CH3:33])[O:34][CH2:35][C:36]1([C:43]2[CH:44]=[CH:45][CH:46]=[CH:47][CH:48]=2)[CH2:38][CH:37]1[C:39]1[N:17]=[C:7]([C:8]2[CH:9]=[CH:10][CH:11]=[CH:12][CH:13]=2)[NH:42][N:41]=1, predict the reactants needed to synthesize it. The reactants are: CN(C=O)C.Cl.[C:7](=[NH:17])(OCC)[C:8]1[CH:13]=[CH:12][CH:11]=[CH:10][CH:9]=1.N1C=CN=C1.Cl.[CH3:24][O:25][C:26]1[CH:27]=[C:28]([O:34][CH2:35][C:36]2([C:43]3[CH:48]=[CH:47][CH:46]=[CH:45][CH:44]=3)[CH2:38][CH:37]2[C:39]([NH:41][NH2:42])=O)[CH:29]=[CH:30][C:31]=1[O:32][CH3:33]. (8) Given the product [Br:1][C:2]1[CH:3]=[C:4]([CH2:20][CH2:21][OH:22])[CH:5]=[C:6]([Br:19])[C:7]=1[O:8][C:9]1[CH:14]=[CH:13][C:12](=[O:15])[N:11]([CH:16]([CH3:18])[CH3:17])[N:10]=1, predict the reactants needed to synthesize it. The reactants are: [Br:1][C:2]1[CH:3]=[C:4]([CH2:20][CH2:21][O:22]C(=O)C)[CH:5]=[C:6]([Br:19])[C:7]=1[O:8][C:9]1[CH:14]=[CH:13][C:12](=[O:15])[N:11]([CH:16]([CH3:18])[CH3:17])[N:10]=1.[OH-].[K+]. (9) Given the product [NH:1]1[C:5]2[CH:6]=[CH:7][C:8]([C:10](=[O:11])[CH2:12][C:13]([O:14][CH2:15][CH3:19])=[O:21])=[CH:9][C:4]=2[N:3]=[N:2]1, predict the reactants needed to synthesize it. The reactants are: [NH:1]1[C:5]2[CH:6]=[CH:7][C:8]([C:10]([CH:12]3C(=O)O[C:15](C)([CH3:19])[O:14][C:13]3=[O:21])=[O:11])=[CH:9][C:4]=2[N:3]=[N:2]1. (10) The reactants are: Br[C:2]1[CH:13]=[CH:12][C:5]([O:6][CH2:7][CH2:8][N:9]([CH3:11])[CH3:10])=[CH:4][CH:3]=1.[CH3:14][C:15]1([CH3:36])[C:19]([CH3:21])([CH3:20])[O:18][B:17](C2C=CC(OC3C=CC=CC=3)=CC=2C)[O:16]1. Given the product [CH3:10][N:9]([CH3:11])[CH2:8][CH2:7][O:6][C:5]1[CH:12]=[CH:13][C:2]([B:17]2[O:18][C:19]([CH3:21])([CH3:20])[C:15]([CH3:36])([CH3:14])[O:16]2)=[CH:3][CH:4]=1, predict the reactants needed to synthesize it.